This data is from Forward reaction prediction with 1.9M reactions from USPTO patents (1976-2016). The task is: Predict the product of the given reaction. (1) The product is: [CH2:1]([O:3][C:4](=[O:46])[CH:5]([NH2:32])[CH2:6][C:7]1[C:16]2[C:11](=[CH:12][CH:13]=[CH:14][CH:15]=2)[C:10]([O:17][CH2:18][CH2:19][C:20]2[N:21]=[C:22]([C:26]3[CH:31]=[CH:30][CH:29]=[CH:28][CH:27]=3)[O:23][C:24]=2[CH3:25])=[CH:9][CH:8]=1)[CH3:2]. Given the reactants [CH2:1]([O:3][C:4](=[O:46])[CH:5]([N:32]=C(C1C=CC=CC=1)C1C=CC=CC=1)[CH2:6][C:7]1[C:16]2[C:11](=[CH:12][CH:13]=[CH:14][CH:15]=2)[C:10]([O:17][CH2:18][CH2:19][C:20]2[N:21]=[C:22]([C:26]3[CH:31]=[CH:30][CH:29]=[CH:28][CH:27]=3)[O:23][C:24]=2[CH3:25])=[CH:9][CH:8]=1)[CH3:2].Cl, predict the reaction product. (2) Given the reactants FC1C=CC(OC)=CC=1C1C=CC(O[Si](C(C)C)(C(C)C)C(C)C)=CC=1[CH2:27][C:28]([CH3:31])([CH3:30])[CH3:29].[CH2:32]([O:39][C:40]1[CH:45]=[CH:44][C:43]([C:46]2[CH:51]=[C:50]([O:52][CH3:53])[CH:49]=[CH:48][C:47]=2[F:54])=[CH:42][C:41]=1[CH:55]=[O:56])[C:33]1[CH:38]=[CH:37][CH:36]=[CH:35][CH:34]=1.Cl, predict the reaction product. The product is: [CH2:32]([O:39][C:40]1[CH:45]=[CH:44][C:43]([C:46]2[CH:51]=[C:50]([O:52][CH3:53])[CH:49]=[CH:48][C:47]=2[F:54])=[CH:42][C:41]=1[CH:55]([OH:56])[CH2:27][C:28]([CH3:31])([CH3:30])[CH3:29])[C:33]1[CH:34]=[CH:35][CH:36]=[CH:37][CH:38]=1. (3) Given the reactants [NH2:1][C:2]1[CH:3]=[C:4]([OH:8])[CH:5]=[CH:6][CH:7]=1.[O:9]=[C:10]1[C:22]2[CH:21]=[C:20]([S:23](Cl)(=[O:25])=[O:24])[CH:19]=[CH:18][C:17]=2[C:16]2[C:11]1=[CH:12][C:13]([S:27](Cl)(=[O:29])=[O:28])=[CH:14][CH:15]=2, predict the reaction product. The product is: [OH:8][C:4]1[CH:3]=[C:2]([NH:1][S:27]([C:13]2[CH:14]=[CH:15][C:16]3[C:17]4[C:22](=[CH:21][C:20]([S:23]([NH:1][C:2]5[CH:7]=[CH:6][CH:5]=[C:4]([OH:8])[CH:3]=5)(=[O:25])=[O:24])=[CH:19][CH:18]=4)[C:10](=[O:9])[C:11]=3[CH:12]=2)(=[O:29])=[O:28])[CH:7]=[CH:6][CH:5]=1. (4) Given the reactants [C:1]([C:5]1[O:9][N:8]=[C:7]([C:10]2[CH:15]=[C:14](Cl)[C:13]([CH:17]3[CH2:19][CH2:18]3)=[CH:12][N:11]=2)[N:6]=1)([CH3:4])([CH3:3])[CH3:2].[CH3:20][N:21]1[CH2:26][CH2:25][CH2:24][CH2:23][CH:22]1[CH2:27][OH:28], predict the reaction product. The product is: [C:1]([C:5]1[O:9][N:8]=[C:7]([C:10]2[CH:15]=[C:14]([O:28][CH2:27][CH:22]3[CH2:23][CH2:24][CH2:25][CH2:26][N:21]3[CH3:20])[C:13]([CH:17]3[CH2:19][CH2:18]3)=[CH:12][N:11]=2)[N:6]=1)([CH3:4])([CH3:3])[CH3:2]. (5) Given the reactants C(OC[C@@](NC(=O)C)(C)CCC1N(C)C(I)=CC=1)(=O)C.C1(CCC#C)C=CC=CC=1.C([O:34][CH2:35][C@@:36]([NH:57]C(=O)C)([CH3:56])[CH2:37][CH2:38][C:39]1[N:40]([CH3:55])[C:41]([CH2:44][CH2:45][CH2:46][CH2:47][CH2:48][C:49]2[CH:54]=[CH:53][CH:52]=[CH:51]C=2)=[CH:42][CH:43]=1)(=O)C.N[C@](C)(CCC1N(C)C(CCCCCC2C=CC=CC=2)=CC=1)CO, predict the reaction product. The product is: [NH2:57][C@:36]([CH3:56])([CH2:37][CH2:38][C:39]1[N:40]([CH3:55])[C:41]([CH2:44][CH2:45][CH2:46][CH2:47][C:48]2[CH:49]=[CH:54][CH:53]=[CH:52][CH:51]=2)=[CH:42][CH:43]=1)[CH2:35][OH:34]. (6) The product is: [CH3:10][O:11][P:12]([O-:16])([O:14][CH3:15])=[O:13].[CH3:1][NH+:2]1[CH2:6][CH2:5][N:4]([CH3:7])[CH:3]1[Cl:8]. Given the reactants [CH3:1][N:2]1[CH2:6][CH2:5][N:4]([CH3:7])[C:3]1(Cl)[Cl:8].[CH3:10][O:11][P:12]([O-:16])([O:14][CH3:15])=[O:13].[Na+].C(#N)C, predict the reaction product. (7) Given the reactants C[O:2][C:3]1[N:8]=[C:7]([C:9]([O:11]C)=[O:10])[CH:6]=[CH:5][C:4]=1[N:13]1[CH:17]=[C:16]([CH3:18])[N:15]=[CH:14]1.[ClH:19], predict the reaction product. The product is: [ClH:19].[CH3:18][C:16]1[N:15]=[CH:14][N:13]([C:4]2[C:3](=[O:2])[NH:8][C:7]([C:9]([OH:11])=[O:10])=[CH:6][CH:5]=2)[CH:17]=1.